This data is from Reaction yield outcomes from USPTO patents with 853,638 reactions. The task is: Predict the reaction yield, written as a fraction of the theoretical maximum amount of product (1.0 means a 100% yield; for example, 0.34 means a 34% yield). (1) The reactants are [CH3:1][O:2][CH2:3][CH2:4][O:5][CH2:6][CH2:7][O:8][CH2:9][CH2:10]O.C1C(=O)N([O:19][C:20]([O:22][N:23]2[C:28](=[O:29])[CH2:27][CH2:26][C:24]2=[O:25])=[O:21])C(=O)C1.C(N(CC)CC)C.C(OCC)(=O)C. The catalyst is C(#N)C. The product is [CH3:1][O:2][CH2:3][CH2:4][O:5][CH2:6][CH2:7][O:8][CH2:9][CH2:10][O:19][C:20](=[O:21])[O:22][N:23]1[C:24](=[O:25])[CH2:26][CH2:27][C:28]1=[O:29]. The yield is 0.200. (2) The reactants are [C:1]([O:4][C:5]1[CH:6]=[C:7]2[C:12](=[CH:13][C:14]=1[O:15][CH3:16])[N:11]=[CH:10][N:9]=[C:8]2Cl)(=[O:3])[CH3:2].[Cl:18][C:19]1[CH:20]=[C:21]([CH:23]=[CH:24][C:25]=1[F:26])[NH2:22]. The catalyst is C(O)(C)C. The product is [C:1]([O:4][C:5]1[CH:6]=[C:7]2[C:12](=[CH:13][C:14]=1[O:15][CH3:16])[N:11]=[CH:10][N:9]=[C:8]2[NH:22][C:21]1[CH:23]=[CH:24][C:25]([F:26])=[C:19]([Cl:18])[CH:20]=1)(=[O:3])[CH3:2]. The yield is 0.810.